From a dataset of Catalyst prediction with 721,799 reactions and 888 catalyst types from USPTO. Predict which catalyst facilitates the given reaction. (1) Reactant: O[C:2]([C:4](F)(F)F)=[O:3].NCC[N:11]1[C:15](=[O:16])C=[CH:13][C:12]1=[O:17].[N:18]1C(C)=CC(C)=CC=1C.CN1[C:32](=[O:33])CCC1. Product: [NH2:18][O:33][CH2:32][C:2]([C:4]1[C:15]([NH:11][C:12](=[O:17])[CH:13]=1)=[O:16])=[O:3]. The catalyst class is: 6. (2) The catalyst class is: 56. Reactant: [CH3:1][N:2]([CH3:48])[CH2:3][C:4]([N:6]1[C:14]2[C:9](=[CH:10][C:11]([O:46][CH3:47])=[C:12]([NH:15][C:16]3[N:29]4[C:20](=[N:21][C:22]5[C:27]([C:28]4=[O:30])=[C:26]([F:31])[C:25]([F:32])=[CH:24][CH:23]=5)[C:19]4[CH:33]=[CH:34][N:35]([S:36]([C:39]5[CH:44]=[CH:43][C:42]([CH3:45])=[CH:41][CH:40]=5)(=[O:38])=[O:37])[C:18]=4[N:17]=3)[CH:13]=2)[CH2:8][CH2:7]1)=[O:5].[OH-].[NH4+:50]. Product: [CH3:1][N:2]([CH3:48])[CH2:3][C:4]([N:6]1[C:14]2[C:9](=[CH:10][C:11]([O:46][CH3:47])=[C:12]([NH:15][C:16]3[N:29]=[C:20]([NH:21][C:22]4[C:27]([C:28]([NH2:50])=[O:30])=[C:26]([F:31])[C:25]([F:32])=[CH:24][CH:23]=4)[C:19]4[CH:33]=[CH:34][N:35]([S:36]([C:39]5[CH:44]=[CH:43][C:42]([CH3:45])=[CH:41][CH:40]=5)(=[O:38])=[O:37])[C:18]=4[N:17]=3)[CH:13]=2)[CH2:8][CH2:7]1)=[O:5]. (3) Reactant: Cl.[NH2:2][C:3]([CH3:9])([CH3:8])[C:4]([O:6][CH3:7])=[O:5].[F:10][C:11]1[CH:12]=[C:13]([CH:18]=[C:19]([F:21])[CH:20]=1)[C:14](=[O:17])[CH2:15]Br.C([O-])([O-])=O.[K+].[K+].C([O-])(O)=O.[Na+]. The catalyst class is: 3. Product: [F:10][C:11]1[CH:12]=[C:13]([C:14](=[O:17])[CH2:15][NH:2][C:3]([CH3:9])([CH3:8])[C:4]([O:6][CH3:7])=[O:5])[CH:18]=[C:19]([F:21])[CH:20]=1. (4) Reactant: Cl.[C:2]([NH2:10])(=N)[C:3]1[CH:8]=[CH:7][CH:6]=[CH:5][CH:4]=1.C(OC([N:16]=[C:17]=[S:18])=O)C.C(N(C(C)C)CC)(C)C.Br[CH2:29][C:30]([C:32]1[CH:37]=[CH:36][C:35]([CH2:38][CH2:39][CH2:40][CH3:41])=[CH:34][CH:33]=1)=[O:31]. Product: [NH2:16][C:17]1[S:18][C:29]([C:30]([C:32]2[CH:37]=[CH:36][C:35]([CH2:38][CH2:39][CH2:40][CH3:41])=[CH:34][CH:33]=2)=[O:31])=[C:2]([C:3]2[CH:4]=[CH:5][CH:6]=[CH:7][CH:8]=2)[N:10]=1. The catalyst class is: 18. (5) Reactant: [Cl:1][C:2]1[C:3]([CH3:10])=[C:4]([O:8][CH3:9])[CH:5]=[CH:6][CH:7]=1.[Br:11]N1C(=O)CCC1=O. Product: [Cl:1][C:2]1[CH:7]=[CH:6][CH:5]=[C:4]([O:8][CH3:9])[C:3]=1[CH2:10][Br:11]. The catalyst class is: 734. (6) Reactant: C(O[C:6]([N:8]1[CH2:13][CH2:12][CH:11]([O:14][C:15]2[CH:20]=[CH:19][C:18]([N+:21]([O-:23])=[O:22])=[CH:17][C:16]=2[Cl:24])[CH2:10][CH2:9]1)=O)(C)(C)C.C=O.C(=O)([O-])[O-].[K+].[K+]. Product: [Cl:24][C:16]1[CH:17]=[C:18]([N+:21]([O-:23])=[O:22])[CH:19]=[CH:20][C:15]=1[O:14][CH:11]1[CH2:12][CH2:13][N:8]([CH3:6])[CH2:9][CH2:10]1. The catalyst class is: 106. (7) Reactant: CS([C:5]1[N:10]=[C:9]([C:11]2[CH:12]=[N:13][N:14]([CH3:16])[CH:15]=2)[CH:8]=[CH:7][N:6]=1)(=O)=O.CS(C1N=C(C2C=NN(C)C=2)C=CN=1)=[O:19].[NH2:32][C:33]1[CH:38]=[CH:37][C:36](O)=[CH:35][C:34]=1[F:40].C([O-])([O-])=O.[K+].[K+]. Product: [F:40][C:34]1[CH:35]=[CH:36][C:37]([O:19][C:5]2[N:10]=[C:9]([C:11]3[CH:12]=[N:13][N:14]([CH3:16])[CH:15]=3)[CH:8]=[CH:7][N:6]=2)=[CH:38][C:33]=1[NH2:32]. The catalyst class is: 3.